This data is from Forward reaction prediction with 1.9M reactions from USPTO patents (1976-2016). The task is: Predict the product of the given reaction. (1) Given the reactants [Mg].II.Br[C:5]1[CH:10]=[CH:9][CH:8]=[CH:7][CH:6]=1.[CH2:11]([O:18][CH2:19][CH2:20][CH2:21][CH2:22][CH2:23]Br)[C:12]1[CH:17]=[CH:16][CH:15]=[CH:14][CH:13]=1.Cl, predict the reaction product. The product is: [CH2:11]([O:18][CH2:19][CH2:20][CH2:21][CH2:22][CH2:23][C:5]1[CH:10]=[CH:9][CH:8]=[CH:7][CH:6]=1)[C:12]1[CH:17]=[CH:16][CH:15]=[CH:14][CH:13]=1. (2) Given the reactants [Br:1][C:2]1[C:7]([CH3:8])=[CH:6][C:5]([OH:9])=[C:4]([N+:10]([O-:12])=[O:11])[CH:3]=1.[CH3:13][CH:14](O)[CH3:15].C1(P(C2C=CC=CC=2)C2C=CC=CC=2)C=CC=CC=1, predict the reaction product. The product is: [Br:1][C:2]1[CH:3]=[C:4]([N+:10]([O-:12])=[O:11])[C:5]([O:9][CH:14]([CH3:15])[CH3:13])=[CH:6][C:7]=1[CH3:8]. (3) Given the reactants [Cl:1][C:2]1[C:3]([F:31])=[C:4]([CH:8]2[C:12]([C:15]3[CH:20]=[CH:19][C:18]([Cl:21])=[CH:17][C:16]=3[F:22])([C:13]#[N:14])[CH:11]([CH2:23][C:24]([CH3:27])([CH3:26])[CH3:25])[NH:10][CH:9]2[C:28](O)=[O:29])[CH:5]=[CH:6][CH:7]=1.[CH3:32][O:33][C:34](=[O:45])[C:35]1[CH:40]=[CH:39][C:38]([CH2:41][NH2:42])=[CH:37][C:36]=1[O:43][CH3:44].CCN(C(C)C)C(C)C.C1C=CC2N(O)N=NC=2C=1.CN(C(ON1N=NC2C=CC=CC1=2)=[N+](C)C)C.F[P-](F)(F)(F)(F)F, predict the reaction product. The product is: [CH3:32][O:33][C:34](=[O:45])[C:35]1[CH:40]=[CH:39][C:38]([CH2:41][NH:42][C:28]([C@H:9]2[C@H:8]([C:4]3[CH:5]=[CH:6][CH:7]=[C:2]([Cl:1])[C:3]=3[F:31])[C@:12]([C:15]3[CH:20]=[CH:19][C:18]([Cl:21])=[CH:17][C:16]=3[F:22])([C:13]#[N:14])[C@H:11]([CH2:23][C:24]([CH3:25])([CH3:27])[CH3:26])[NH:10]2)=[O:29])=[CH:37][C:36]=1[O:43][CH3:44]. (4) Given the reactants Cl[C:2]1[N:7]=[CH:6][N:5]=[C:4]([NH:8][C:9]2[CH:14]=[CH:13][C:12]([O:15][CH3:16])=[CH:11][CH:10]=2)[CH:3]=1.[CH2:17]([CH2:19][NH2:20])[OH:18].CCN(C(C)C)C(C)C, predict the reaction product. The product is: [CH3:16][O:15][C:12]1[CH:13]=[CH:14][C:9]([NH:8][C:4]2[N:5]=[CH:6][N:7]=[C:2]([NH:20][CH2:19][CH2:17][OH:18])[CH:3]=2)=[CH:10][CH:11]=1. (5) Given the reactants CCN(C(C)C)C(C)C.[Cl:10][C:11]1[C:16]([C:17]([OH:19])=O)=[CH:15][CH:14]=[CH:13][N:12]=1.C1C=CC2N(O)N=NC=2C=1.CCN=C=NCCCN(C)C.[O:41]=[C:42]([N:59]1[CH2:64][CH2:63][NH:62][CH2:61][CH2:60]1)[CH2:43][NH:44][C:45]([C:47]1[CH:52]=[CH:51][C:50]([C:53]2[CH:58]=[CH:57][CH:56]=[CH:55][CH:54]=2)=[CH:49][CH:48]=1)=[O:46], predict the reaction product. The product is: [Cl:10][C:11]1[C:16]([C:17]([N:62]2[CH2:61][CH2:60][N:59]([C:42](=[O:41])[CH2:43][NH:44][C:45]([C:47]3[CH:52]=[CH:51][C:50]([C:53]4[CH:58]=[CH:57][CH:56]=[CH:55][CH:54]=4)=[CH:49][CH:48]=3)=[O:46])[CH2:64][CH2:63]2)=[O:19])=[CH:15][CH:14]=[CH:13][N:12]=1.